From a dataset of CYP2C19 inhibition data for predicting drug metabolism from PubChem BioAssay. Regression/Classification. Given a drug SMILES string, predict its absorption, distribution, metabolism, or excretion properties. Task type varies by dataset: regression for continuous measurements (e.g., permeability, clearance, half-life) or binary classification for categorical outcomes (e.g., BBB penetration, CYP inhibition). Dataset: cyp2c19_veith. (1) The drug is COc1cccc(Nc2ncc3nc(-c4cc(F)cc(F)c4)c(=O)n(C[C@H]4CCCO4)c3n2)c1. The result is 0 (non-inhibitor). (2) The drug is COc1ccc(CNC(=O)C(c2ccc(C)cc2)N(Cc2cccs2)C(=O)c2ccc3c(c2)OCCO3)cc1. The result is 1 (inhibitor). (3) The molecule is Cc1cc(C(F)F)n2ncc(C(=O)O)c2n1. The result is 0 (non-inhibitor). (4) The molecule is O=c1cc(N2CCOCC2)oc2c(-c3ccccc3)cccc12. The result is 0 (non-inhibitor). (5) The drug is N#C/C(=C\c1cn[nH]c1-c1ccccc1)C(=O)NC1CCCCCC1. The result is 1 (inhibitor). (6) The drug is O=C1NCCN1Cc1ccccc1F. The result is 1 (inhibitor).